Dataset: Reaction yield outcomes from USPTO patents with 853,638 reactions. Task: Predict the reaction yield, written as a fraction of the theoretical maximum amount of product (1.0 means a 100% yield; for example, 0.34 means a 34% yield). (1) The reactants are [Cl:1][C:2]1[N:10]=[C:9]2[C:5]([NH:6][CH:7]=[N:8]2)=[C:4]([Cl:11])[N:3]=1.C(=O)([O-])[O-].[K+].[K+].[F:18][C:19]1[CH:26]=[CH:25][CH:24]=[C:23]([F:27])[C:20]=1[CH2:21]Br. The catalyst is CS(C)=O. The product is [Cl:1][C:2]1[N:10]=[C:9]2[C:5]([N:6]=[CH:7][N:8]2[CH2:21][C:20]2[C:19]([F:18])=[CH:26][CH:25]=[CH:24][C:23]=2[F:27])=[C:4]([Cl:11])[N:3]=1. The yield is 0.610. (2) The product is [C:8]([O:12][C:13]([N:15]1[CH2:20][CH2:19][C:18]([C:5]#[N:6])([N:2]([CH3:3])[CH3:1])[CH2:17][CH2:16]1)=[O:14])([CH3:11])([CH3:10])[CH3:9]. The catalyst is CO.C(OCC)(=O)C.O.CCOC(C)=O.CCCCCC. The reactants are [CH3:1][NH:2][CH3:3].Cl.[CH3:5][NH:6]C.[C:8]([O:12][C:13]([N:15]1[CH2:20][CH2:19][C:18](=O)[CH2:17][CH2:16]1)=[O:14])([CH3:11])([CH3:10])[CH3:9].Cl.[C-]#N.[K+]. The yield is 0.900.